Task: Predict the product of the given reaction.. Dataset: Forward reaction prediction with 1.9M reactions from USPTO patents (1976-2016) Given the reactants [NH2:1][C:2]1[N:3]=[C:4]([NH:18][C:19]2[CH:24]=[CH:23][CH:22]=[CH:21][CH:20]=2)[S:5][C:6]=1[C:7]([C:9]1[CH:14]=[CH:13][CH:12]=[C:11]([N+:15]([O-])=O)[CH:10]=1)=[O:8], predict the reaction product. The product is: [NH2:15][C:11]1[CH:10]=[C:9]([C:7]([C:6]2[S:5][C:4]([NH:18][C:19]3[CH:20]=[CH:21][CH:22]=[CH:23][CH:24]=3)=[N:3][C:2]=2[NH2:1])=[O:8])[CH:14]=[CH:13][CH:12]=1.